Dataset: Experimentally validated miRNA-target interactions with 360,000+ pairs, plus equal number of negative samples. Task: Binary Classification. Given a miRNA mature sequence and a target amino acid sequence, predict their likelihood of interaction. (1) The miRNA is mmu-miR-294-3p with sequence AAAGUGCUUCCCUUUUGUGUGU. The protein sequence of the target gene is MTTYRAIPSDGVDLAASCGARVGDVLPGPHTGDYAPLGFWAQNGSMSQPLGESPATATATATATTRPSPTTPAMPKMGVRARVADWPPKREALREHSNPSPSQDTDGTKATKMAHSMRSIQNGQPPTSTPASSGSKAFHRLSRRRSKDVEFQDGWPRSPGRAFLPLRHRSSSEITLSECDAEDAGEPRGARHTGALPLFREYGSTSSIDVQGMPEQSFFDILNEFRSEQPDARGCQALTELLRADPGPHLMGGGGGAKGDSHNGQPAKDSLLPLQPTKEKEKARKKPARGLGGGDTVDSS.... Result: 0 (no interaction). (2) The miRNA is hsa-miR-6749-3p with sequence CUCCUCCCCUGCCUGGCCCAG. The protein sequence of the target gene is MQPPPRKVKPAQEVKLRFLEQLSILQTWQQREADLLEDIRSYSKQRAAIEREYGQALQKLAGPFLKREGHRSGEMDSRGRTVFGAWRCLLDATVAGGQTRLQASDRYRDLAGGTGRSAKEQVLRKGTENLQRAQAEVLQSVRELSRSRKLYGQRERVWALAQEKAADVQARLNRSDHGIFHSRTSLQKLSTKLSAQSAQYSQQLQAARNEYLLNLVATNAHLDHYYQEELPALLKALVSELSEHLRDPLTSLSHTELEAAEVILEHAHRGEQTTSQVSWEQDLKLFLQEPGVFSPTPPQQ.... Result: 1 (interaction). (3) The miRNA is mmu-miR-449a-5p with sequence UGGCAGUGUAUUGUUAGCUGGU. The protein sequence of the target gene is MQPRSERPAGRTQSPEHGSPGPGPEAPPPPPPQPPAPEAERTRPRQARPAAPMEGAVQLLSREGHSVAHNSKRHYHDAFVAMSRMRQRGLLCDIVLHVAAKEIRAHKVVLASCSPYFHAMFTNEMSESRQTHVTLHDIDPQALDQLVQFAYTAEIVVGEGNVQTLLPAASLLQLNGVRDACCKFLLSQLDPSNCLGIRGFADAHSCSDLLKAAHRYVLQHFVDVAKTEEFMLLPLKQVLELVSSDSLNVPSEEEVYRAVLSWVKHDVDARRQHVPRLMKCVRLPLLSRDFLLGHVDAESL.... Result: 0 (no interaction). (4) The miRNA is hsa-miR-5193 with sequence UCCUCCUCUACCUCAUCCCAGU. The protein sequence of the target gene is MGASGSKARGLWPFASAAGGGGSEAAGAEQALVRPRGRAVPPFVFTRRGSMFYDEDGDLAHEFYEETIVTKNGQKRAKLRRVHKNLIPQGIVKLDHPRIHVDFPVILYEV. Result: 0 (no interaction). (5) The miRNA is hsa-miR-4425 with sequence UGUUGGGAUUCAGCAGGACCAU. The protein sequence of the target gene is MADLAECNIKVMCRFRPLNESEVNRGDKYIAKFQGEDTVVIASKPYAFDRVFQSSTSQEQVYNDCAKKIVKDVLEGYNGTIFAYGQTSSGKTHTMEGKLHDPEGMGIIPRIVQDIFNYIYSMDENLEFHIKVSYFEIYLDKIRDLLDVSKTNLSVHEDKNRVPYVKGCTERFVCSPDEVMDTIDEGKSNRHVAVTNMNEHSSRSHSIFLINVKQENTQTEQKLSGKLYLVDLAGSEKVSKTGAEGAVLDEAKNINKSLSALGNVISALAEGSTYVPYRDSKMTRILQDSLGGNCRTTIVI.... Result: 1 (interaction). (6) The miRNA is hsa-miR-4680-5p with sequence AGAACUCUUGCAGUCUUAGAUGU. The protein sequence of the target gene is MSQQGYVATPPYSQPQPGIGLSPPHYGHYGDPSHTASPTGMMKPAGPLGATATRGMLPPGPPPPGPHQFGQNGAHATGHPPQRFPGPPPVNNVASSHAPYQPSAQSSYPGPISTSSVTQLGSQLSAMQINSYGSGMAPPSQGPPGPLSATSLQTPPRPPQPSILQPGSQVLPPPPTTLNGPGASPLPLPMYRPDGLSGPPPPNAQYQPPPLPGQTLGAGYPPQQANSGPQMAGAQLSYPGGFPGGPAQMAGPPQPQKKLDPDSIPSPIQVIENDRASRGGQVYATNTRGQIPPLVTTDCM.... Result: 1 (interaction). (7) The miRNA is hsa-miR-4726-3p with sequence ACCCAGGUUCCCUCUGGCCGCA. The protein sequence of the target gene is MSLPPEKASELKQLIHQQLSKMDVHGRIREILAETIREELAPDQQHLSTEDLIKALRRRGIIDDVMKELNFVTDSVEQELPSSPKQPICFDRQSTLKKTNIDPTRRYLYLQVLGGKAFLEHLQEPEPLPGQVCSTFTLCLHYRNQRFRSKPVPCACEPDFHDGFLLEVHRESLGDGTRMADSTTMLSISDPIHMVLIKTDIFGETTLVASYFLEWRSVLGSENGVTSLTVELMGVGTESKVSVGILNIKLEMYPPLNQTLSQEVVNTQLALERQKTAEKERLFLVYAKQWWREYLQIRPS.... Result: 1 (interaction).